From a dataset of Full USPTO retrosynthesis dataset with 1.9M reactions from patents (1976-2016). Predict the reactants needed to synthesize the given product. Given the product [CH3:6][CH2:7][CH2:8][CH2:9][CH2:10][CH2:11][O:12][C:13](/[N:15]=[C:16](\[NH2:51])/[C:17]1[CH:18]=[CH:19][C:20]([NH:23][CH2:24][C:25]2[N:33]([CH3:34])[C:32]3[CH:31]=[CH:30][C:29]([C:35]([N:37]([C:45]4[CH:46]=[CH:47][CH:48]=[CH:49][N:50]=4)[CH2:38][CH2:39][C:40]([O:42][CH2:43][CH3:44])=[O:41])=[O:36])=[CH:28][C:27]=3[N:26]=2)=[CH:21][CH:22]=1)=[O:14].[CH3:1][S:2]([OH:5])(=[O:4])=[O:3], predict the reactants needed to synthesize it. The reactants are: [CH3:1][S:2]([OH:5])(=[O:4])=[O:3].[CH3:6][CH2:7][CH2:8][CH2:9][CH2:10][CH2:11][O:12][C:13](/[N:15]=[C:16](\[NH2:51])/[C:17]1[CH:18]=[CH:19][C:20]([NH:23][CH2:24][C:25]2[N:33]([CH3:34])[C:32]3[CH:31]=[CH:30][C:29]([C:35]([N:37]([C:45]4[CH:46]=[CH:47][CH:48]=[CH:49][N:50]=4)[CH2:38][CH2:39][C:40]([O:42][CH2:43][CH3:44])=[O:41])=[O:36])=[CH:28][C:27]=3[N:26]=2)=[CH:21][CH:22]=1)=[O:14].